From a dataset of Retrosynthesis with 50K atom-mapped reactions and 10 reaction types from USPTO. Predict the reactants needed to synthesize the given product. (1) The reactants are: Nc1ccc(F)cc1.OCC(O)CO. Given the product Fc1ccc2ncccc2c1, predict the reactants needed to synthesize it. (2) Given the product COC(=O)c1cc(NC(=O)CSSCCN)ccc1O, predict the reactants needed to synthesize it. The reactants are: COC(=O)c1cc(NC(=O)CSSCCNC(=O)OC(C)(C)C)ccc1O. (3) Given the product COCOc1ccc(Br)cc1, predict the reactants needed to synthesize it. The reactants are: COCCl.Oc1ccc(Br)cc1. (4) Given the product CCCCCCCN(CCc1ccc(Cl)cc1)C(=O)Cc1ccc(COc2ccccc2C(=O)OC)cc1, predict the reactants needed to synthesize it. The reactants are: CCCCCCCNCCc1ccc(Cl)cc1.COC(=O)c1ccccc1OCc1ccc(CC(=O)O)cc1. (5) Given the product COC(=O)c1c(F)c(F)c(OC)c(F)c1C(=O)O, predict the reactants needed to synthesize it. The reactants are: COC(=O)c1c(F)c(F)c(F)c(F)c1C(=O)O.C[O-]. (6) Given the product Cc1c(F)cc(C(=O)Nc2ccc(F)cc2)cc1-c1nc(NCCN(C)C)nc2c1CNC(=O)N2c1c(F)cccc1F, predict the reactants needed to synthesize it. The reactants are: Cc1c(F)cc(C(=O)O)cc1-c1nc(NCCN(C)C)nc2c1CNC(=O)N2c1c(F)cccc1F.Nc1ccc(F)cc1.